Dataset: Forward reaction prediction with 1.9M reactions from USPTO patents (1976-2016). Task: Predict the product of the given reaction. (1) Given the reactants [Cl:1][C:2]1[CH:3]=[C:4]([S:9][C:10]2[CH:18]=[CH:17][C:13]([C:14](O)=[O:15])=[CH:12][CH:11]=2)[CH:5]=[CH:6][C:7]=1[Cl:8].[CH3:19][S:20]([NH2:23])(=[O:22])=[O:21], predict the reaction product. The product is: [Cl:1][C:2]1[CH:3]=[C:4]([S:9][C:10]2[CH:18]=[CH:17][C:13]([C:14]([NH:23][S:20]([CH3:19])(=[O:22])=[O:21])=[O:15])=[CH:12][CH:11]=2)[CH:5]=[CH:6][C:7]=1[Cl:8]. (2) Given the reactants C(OC(=O)[NH:10][CH2:11][CH2:12][CH2:13][CH2:14][C@H:15]([NH:23][C:24]([CH:26]1[CH2:30][CH2:29][CH2:28][CH2:27]1)=[O:25])[C:16](=[O:22])[C:17]1[S:18][CH:19]=[CH:20][N:21]=1)C1C=CC=CC=1.Br.CC(O)=O, predict the reaction product. The product is: [NH2:10][CH2:11][CH2:12][CH2:13][CH2:14][C@H:15]([NH:23][C:24]([CH:26]1[CH2:27][CH2:28][CH2:29][CH2:30]1)=[O:25])[C:16]([C:17]1[S:18][CH:19]=[CH:20][N:21]=1)=[O:22]. (3) Given the reactants C1(C2N(C3C=CC=[C:11]([O:15]C(F)(F)F)C=3)N=C(C3C=CN=CC=3)C=2C(O)=O)CC1.Cl.Cl.[NH:31]1[CH2:36][CH2:35][CH:34]([N:37]2[CH2:41][CH2:40][CH2:39][C@H:38]2[CH2:42][OH:43])[CH2:33][CH2:32]1, predict the reaction product. The product is: [OH:43][CH2:42][C@@H:38]1[CH2:39][CH2:40][CH2:41][N:37]1[CH:34]1[CH2:33][CH2:32][N:31]([CH:11]=[O:15])[CH2:36][CH2:35]1. (4) Given the reactants Cl[C:2]1[N:7]2[N:8]=[C:9]([C:23]3[N:24]=[C:25]([CH3:28])[S:26][CH:27]=3)[C:10]([C:11]3[CH:16]=[CH:15][N:14]=[C:13]([NH:17][CH:18]4[CH2:22][CH2:21][CH2:20][CH2:19]4)[CH:12]=3)=[C:6]2[CH:5]=[CH:4][CH:3]=1.[CH:29]1([NH2:34])[CH2:33][CH2:32][CH2:31][CH2:30]1, predict the reaction product. The product is: [CH:29]1([NH:34][C:2]2[N:7]3[N:8]=[C:9]([C:23]4[N:24]=[C:25]([CH3:28])[S:26][CH:27]=4)[C:10]([C:11]4[CH:16]=[CH:15][N:14]=[C:13]([NH:17][CH:18]5[CH2:22][CH2:21][CH2:20][CH2:19]5)[CH:12]=4)=[C:6]3[CH:5]=[CH:4][CH:3]=2)[CH2:33][CH2:32][CH2:31][CH2:30]1. (5) Given the reactants C([O:3][C:4]([CH2:6][CH2:7][NH:8][C:9]([NH:11][CH2:12][CH2:13][O:14][CH2:15][CH2:16][O:17][CH2:18][CH2:19][O:20][CH3:21])=[O:10])=[O:5])C.CO.[OH-].[Na+], predict the reaction product. The product is: [OH:5][C:4]([CH2:6][CH2:7][NH:8][C:9]([NH:11][CH2:12][CH2:13][O:14][CH2:15][CH2:16][O:17][CH2:18][CH2:19][O:20][CH3:21])=[O:10])=[O:3]. (6) Given the reactants [CH3:1][C:2]([CH:17]1[CH2:22][CH2:21][N:20](C(OC(C)(C)C)=O)[CH2:19][CH2:18]1)([S:4]([C:7]1[CH:12]=[CH:11][CH:10]=[C:9]([C:13]([F:16])([F:15])[F:14])[N:8]=1)(=[O:6])=[O:5])[CH3:3].FC(F)(F)C(O)=O.ClCCl, predict the reaction product. The product is: [CH3:3][C:2]([S:4]([C:7]1[CH:12]=[CH:11][CH:10]=[C:9]([C:13]([F:15])([F:16])[F:14])[N:8]=1)(=[O:6])=[O:5])([CH:17]1[CH2:18][CH2:19][NH:20][CH2:21][CH2:22]1)[CH3:1]. (7) Given the reactants [CH:1]1([C:6]2[N:7]=[CH:8][NH:9][CH:10]=2)[CH2:5][CH2:4][CH2:3][CH2:2]1.[N+:11]([O-])([OH:13])=[O:12].[OH-].[Na+], predict the reaction product. The product is: [CH:1]1([C:6]2[N:7]=[CH:8][NH:9][C:10]=2[N+:11]([O-:13])=[O:12])[CH2:5][CH2:4][CH2:3][CH2:2]1. (8) Given the reactants [N:1]1[C:10]2[C:5](=[CH:6][C:7]([CH:11]=O)=[CH:8][CH:9]=2)[CH:4]=[CH:3][CH:2]=1.[S:13]1[CH2:17][C:16](=[O:18])[NH:15][C:14]1=[O:19], predict the reaction product. The product is: [N:1]1[C:10]2[C:5](=[CH:6][C:7]([CH:11]=[C:17]3[S:13][C:14](=[O:19])[NH:15][C:16]3=[O:18])=[CH:8][CH:9]=2)[CH:4]=[CH:3][CH:2]=1.